This data is from Reaction yield outcomes from USPTO patents with 853,638 reactions. The task is: Predict the reaction yield, written as a fraction of the theoretical maximum amount of product (1.0 means a 100% yield; for example, 0.34 means a 34% yield). (1) The yield is 0.510. The product is [CH2:17]([O:16][C:14](=[O:15])[CH2:13][N:12]([CH2:10][C:5]1[C:6]([NH2:9])=[N:7][CH:8]=[C:3]([Br:2])[CH:4]=1)[CH2:19][C:20]([O:22][CH2:23][CH3:24])=[O:21])[CH3:18]. The reactants are Br.[Br:2][C:3]1[CH:4]=[C:5]([CH2:10]Br)[C:6]([NH2:9])=[N:7][CH:8]=1.[NH:12]([CH2:19][C:20]([O:22][CH2:23][CH3:24])=[O:21])[CH2:13][C:14]([O:16][CH2:17][CH3:18])=[O:15].C(N(CC)CC)C. The catalyst is CC#N. (2) The reactants are [OH:1][C:2]1[CH:9]=[CH:8][C:5]([CH:6]=[O:7])=[CH:4][CH:3]=1.C(=O)([O-])[O-].[K+].[K+].[CH2:16]([O:18][C:19](=[O:24])[CH2:20][CH2:21][CH2:22]Br)[CH3:17]. The catalyst is CN(C)C=O. The product is [CH2:16]([O:18][C:19](=[O:24])[CH2:20][CH2:21][CH2:22][O:1][C:2]1[CH:9]=[CH:8][C:5]([CH:6]=[O:7])=[CH:4][CH:3]=1)[CH3:17]. The yield is 1.00.